From a dataset of Catalyst prediction with 721,799 reactions and 888 catalyst types from USPTO. Predict which catalyst facilitates the given reaction. (1) Reactant: [F:1][C:2]1[CH:8]=[C:7]([N:9]2[CH2:14][CH2:13][N:12]([CH3:15])[CH2:11][CH2:10]2)[C:6]([F:16])=[CH:5][C:3]=1[NH2:4].Cl[C:18]1[N:27]=[CH:26][C:25]2[C:20](=[C:21]([C:28]3[CH:29]=[C:30]([NH:34][C:35](=[O:38])[CH:36]=[CH2:37])[CH:31]=[CH:32][CH:33]=3)[CH:22]=[CH:23][CH:24]=2)[N:19]=1.C(O)(C(F)(F)F)=O. Product: [F:1][C:2]1[CH:8]=[C:7]([N:9]2[CH2:14][CH2:13][N:12]([CH3:15])[CH2:11][CH2:10]2)[C:6]([F:16])=[CH:5][C:3]=1[NH:4][C:18]1[N:27]=[CH:26][C:25]2[C:20](=[C:21]([C:28]3[CH:29]=[C:30]([NH:34][C:35](=[O:38])[CH:36]=[CH2:37])[CH:31]=[CH:32][CH:33]=3)[CH:22]=[CH:23][CH:24]=2)[N:19]=1. The catalyst class is: 114. (2) Reactant: C(OC(=O)[CH2:5][N:6]([CH2:23][C:24]1[CH:29]=[CH:28][CH:27]=[CH:26][CH:25]=1)[C:7]([C:9]1([NH:12][C:13](OCC2C=CC=CC=2)=[O:14])[CH2:11][CH2:10]1)=[O:8])C.[H][H]. Product: [CH2:23]([N:6]1[C:7](=[O:8])[C:9]2([CH2:11][CH2:10]2)[NH:12][C:13](=[O:14])[CH2:5]1)[C:24]1[CH:29]=[CH:28][CH:27]=[CH:26][CH:25]=1. The catalyst class is: 349. (3) Product: [C:1]([O:9][CH2:10][CH:11]1[S:15][CH2:14][CH2:13][O:12]1)(=[O:8])[C:2]1[CH:3]=[CH:4][CH:5]=[CH:6][CH:7]=1. The catalyst class is: 11. Reactant: [C:1]([O:9][CH2:10][C@@H:11]1[S:15][CH2:14][CH2:13][O:12]1)(=[O:8])[C:2]1[CH:7]=[CH:6][CH:5]=[CH:4][CH:3]=1.O.C1(C)C=CC(S(O)(=O)=O)=CC=1. (4) Reactant: [Cl:1][C:2]1[N:7]=[C:6](Cl)[C:5]([N+:9]([O-:11])=[O:10])=[CH:4][N:3]=1.[CH3:12][O:13][C:14](=[O:25])[CH2:15][CH2:16][O:17][C:18]1[CH:23]=[CH:22][C:21]([NH2:24])=[CH:20][CH:19]=1.C(N(C(C)C)CC)(C)C. Product: [CH3:12][O:13][C:14](=[O:25])[CH2:15][CH2:16][O:17][C:18]1[CH:23]=[CH:22][C:21]([NH:24][C:6]2[C:5]([N+:9]([O-:11])=[O:10])=[CH:4][N:3]=[C:2]([Cl:1])[N:7]=2)=[CH:20][CH:19]=1. The catalyst class is: 1. (5) Reactant: O1C2C=CC(C(Cl)=O)=CC=2OC1.[CH3:13][O:14][C:15]1[CH:16]=[C:17]2[C:22](=[CH:23][C:24]=1[O:25][CH3:26])[N:21]=[CH:20][CH:19]=[C:18]2[O:27][C:28]1[CH:34]=[CH:33][C:31]([NH2:32])=[CH:30][C:29]=1[F:35].[O:36]1[C:40]2[CH:41]=[CH:42][C:43]([C:45]([N:47]=[C:48]=[S:49])=[O:46])=[CH:44][C:39]=2[O:38][CH2:37]1. Product: [O:36]1[C:40]2[CH:41]=[CH:42][C:43]([C:45]([N:47]=[C:48]=[S:49])=[O:46])=[CH:44][C:39]=2[O:38][CH2:37]1.[O:36]1[C:40]2[CH:41]=[CH:42][C:43]([C:45]([NH:47][C:48]([NH:32][C:31]3[CH:33]=[CH:34][C:28]([O:27][C:18]4[C:17]5[C:22](=[CH:23][C:24]([O:25][CH3:26])=[C:15]([O:14][CH3:13])[CH:16]=5)[N:21]=[CH:20][CH:19]=4)=[C:29]([F:35])[CH:30]=3)=[S:49])=[O:46])=[CH:44][C:39]=2[O:38][CH2:37]1. The catalyst class is: 234. (6) Reactant: [S:1]1[C:5]2[CH:6]=[CH:7][CH:8]=[CH:9][C:4]=2[N:3]=[C:2]1[NH:10][C:11]([C:13]1[CH:14]=[CH:15][CH:16]=[C:17]2[C:22]=1[CH2:21][N:20]([C:23]1[S:24][C:25]([Br:33])=[C:26]([C:28]([O:30][CH2:31][CH3:32])=[O:29])[N:27]=1)[CH2:19][CH2:18]2)=[O:12].[CH3:34][Si:35]([CH2:38][CH2:39][O:40][CH2:41]Cl)([CH3:37])[CH3:36]. Product: [S:1]1[C:5]2[CH:6]=[CH:7][CH:8]=[CH:9][C:4]=2[N:3]=[C:2]1[N:10]([CH2:41][O:40][CH2:39][CH2:38][Si:35]([CH3:37])([CH3:36])[CH3:34])[C:11]([C:13]1[CH:14]=[CH:15][CH:16]=[C:17]2[C:22]=1[CH2:21][N:20]([C:23]1[S:24][C:25]([Br:33])=[C:26]([C:28]([O:30][CH2:31][CH3:32])=[O:29])[N:27]=1)[CH2:19][CH2:18]2)=[O:12]. The catalyst class is: 1. (7) Reactant: [CH2:1]([N:3]1[CH2:7][CH2:6][CH2:5][CH:4]1[CH2:8][O:9][C:10]1[CH:11]=[C:12]2[C:17](=[CH:18][CH:19]=1)[CH:16]=[C:15]([C:20]1[C:28]3[C:23](=[CH:24][CH:25]=[C:26]([C:29]#[N:30])[CH:27]=3)[N:22](C3CCCCO3)[N:21]=1)[CH:14]=[CH:13]2)[CH3:2].[OH-].[K+].F[P-](F)(F)(F)(F)F.N1(OC(N(C)C)=[N+](C)C)[C:50]2[CH:51]=CC=[CH:54][C:49]=2N=N1.O.[OH:64]N1C2C=CC=CC=2N=N1.C(N(CC)CC)C.N1CCCC1. Product: [CH2:1]([N:3]1[CH2:7][CH2:6][CH2:5][CH:4]1[CH2:8][O:9][C:10]1[CH:11]=[C:12]2[C:17](=[CH:18][CH:19]=1)[CH:16]=[C:15]([C:20]1[C:28]3[C:23](=[CH:24][CH:25]=[C:26]([C:29]([N:30]4[CH2:51][CH2:50][CH2:49][CH2:54]4)=[O:64])[CH:27]=3)[NH:22][N:21]=1)[CH:14]=[CH:13]2)[CH3:2]. The catalyst class is: 40. (8) The catalyst class is: 19. Reactant: [NH2:1][C:2]1[C:12]([N+:13]([O-])=O)=[CH:11][C:5]([C:6]([O:8][CH2:9][CH3:10])=[O:7])=[C:4]([O:16][CH3:17])[CH:3]=1. Product: [NH2:1][C:2]1[C:12]([NH2:13])=[CH:11][C:5]([C:6]([O:8][CH2:9][CH3:10])=[O:7])=[C:4]([O:16][CH3:17])[CH:3]=1. (9) Reactant: [NH2:1][CH2:2][C:3]1[CH:8]=[CH:7][C:6]([NH:9][C:10](=[O:29])[C:11]2[CH:16]=[CH:15][C:14]([CH3:17])=[C:13]([C:18]#[C:19][C:20]3[N:24]4[N:25]=[CH:26][CH:27]=[CH:28][C:23]4=[N:22][CH:21]=3)[CH:12]=2)=[CH:5][C:4]=1[C:30]([F:33])([F:32])[F:31].C(N(C(C)C)CC)(C)C.Cl[CH2:44][CH2:45][N:46]([CH2:57][CH2:58]Cl)[S:47]([C:50]1[CH:55]=[CH:54][C:53]([CH3:56])=[CH:52][CH:51]=1)(=[O:49])=[O:48].C(=O)([O-])[O-].[K+].[K+]. Product: [N:22]1[CH:21]=[C:20]([C:19]#[C:18][C:13]2[CH:12]=[C:11]([CH:16]=[CH:15][C:14]=2[CH3:17])[C:10]([NH:9][C:6]2[CH:7]=[CH:8][C:3]([CH2:2][N:1]3[CH2:58][CH2:57][N:46]([S:47]([C:50]4[CH:51]=[CH:52][C:53]([CH3:56])=[CH:54][CH:55]=4)(=[O:49])=[O:48])[CH2:45][CH2:44]3)=[C:4]([C:30]([F:32])([F:31])[F:33])[CH:5]=2)=[O:29])[N:24]2[C:23]=1[CH:28]=[CH:27][CH:26]=[N:25]2. The catalyst class is: 46.